From a dataset of CYP2D6 inhibition data for predicting drug metabolism from PubChem BioAssay. Regression/Classification. Given a drug SMILES string, predict its absorption, distribution, metabolism, or excretion properties. Task type varies by dataset: regression for continuous measurements (e.g., permeability, clearance, half-life) or binary classification for categorical outcomes (e.g., BBB penetration, CYP inhibition). Dataset: cyp2d6_veith. (1) The compound is CCOC(=O)c1c(N2C(=O)Nc3cc(Cl)c(Cl)cc3N2O)sc2c1CCCCC2. The result is 0 (non-inhibitor). (2) The drug is N[C@@H](CSCc1ccccc1)C(=O)O. The result is 0 (non-inhibitor). (3) The result is 1 (inhibitor). The molecule is Cc1ccccc1-c1ccc2ncnc(NCc3cccs3)c2c1. (4) The compound is COc1ccc(CNC(=O)C2CC(c3cccc([N+](=O)[O-])c3)=NO2)cc1. The result is 1 (inhibitor).